Dataset: Forward reaction prediction with 1.9M reactions from USPTO patents (1976-2016). Task: Predict the product of the given reaction. The product is: [CH3:14][O:9][C:6]1[CH:7]=[CH:8][C:3]([S:2]([F:10])([F:11])([F:12])([F:13])[F:1])=[CH:4][CH:5]=1. Given the reactants [F:1][S:2]([F:13])([F:12])([F:11])([F:10])[C:3]1[CH:8]=[CH:7][C:6]([OH:9])=[CH:5][CH:4]=1.[CH2:14]1CCN2C(=NCCC2)CC1, predict the reaction product.